From a dataset of Catalyst prediction with 721,799 reactions and 888 catalyst types from USPTO. Predict which catalyst facilitates the given reaction. (1) Reactant: [CH2:1]([N:3]1[CH2:8][C:7]([CH3:10])([CH3:9])[O:6][C:5](=[O:11])[CH:4]1[CH2:12][C:13]([OH:15])=O)[CH3:2].C(N(C(C)C)CC)(C)C.CN(C(ON1N=NC2C=CC=NC1=2)=[N+](C)C)C.F[P-](F)(F)(F)(F)F.[F:49][C:50]([F:54])([F:53])[CH2:51][NH2:52]. Product: [CH2:1]([N:3]1[CH2:8][C:7]([CH3:9])([CH3:10])[O:6][C:5](=[O:11])[CH:4]1[CH2:12][C:13]([NH:52][CH2:51][C:50]([F:54])([F:53])[F:49])=[O:15])[CH3:2]. The catalyst class is: 3. (2) Reactant: [C:1]1([C:25]2[CH:30]=[CH:29][CH:28]=[CH:27][CH:26]=2)[CH:6]=[CH:5][C:4](/[C:7](=[N:10]/[O:11][CH2:12][CH2:13][O:14][C:15]2[CH:16]=[C:17]([CH2:21][C:22]([OH:24])=[O:23])[CH:18]=[CH:19][CH:20]=2)/[CH2:8][CH3:9])=[CH:3][CH:2]=1.C(=O)([O-])[O-].[Cs+].[Cs+].[CH2:37](I)[CH3:38].[Cl-].[NH4+]. Product: [CH2:37]([CH:21]([C:17]1[CH:18]=[CH:19][CH:20]=[C:15]([O:14][CH2:13][CH2:12][O:11]/[N:10]=[C:7](/[C:4]2[CH:3]=[CH:2][C:1]([C:25]3[CH:26]=[CH:27][CH:28]=[CH:29][CH:30]=3)=[CH:6][CH:5]=2)\[CH2:8][CH3:9])[CH:16]=1)[C:22]([OH:24])=[O:23])[CH3:38]. The catalyst class is: 10.